From a dataset of Forward reaction prediction with 1.9M reactions from USPTO patents (1976-2016). Predict the product of the given reaction. (1) Given the reactants C(O[C:4]([C:6]1([C:9]2([NH:12][C:13](=[O:20])[CH2:14][C:15]([O:17][CH2:18]C)=[O:16])[CH2:11][CH2:10]2)[CH2:8][CH2:7]1)=[O:5])C.[Na], predict the reaction product. The product is: [CH3:18][O:17][C:15]([CH:14]1[C:4](=[O:5])[C:6]2([CH2:7][CH2:8]2)[C:9]2([CH2:10][CH2:11]2)[NH:12][C:13]1=[O:20])=[O:16]. (2) Given the reactants [N:1]1([C:6]2[CH:7]=[C:8]([CH3:24])[C:9]3[N:13]=[C:12]([C:14]4[C:15]([O:21]C)=[N:16][CH:17]=[CH:18][C:19]=4[I:20])[NH:11][C:10]=3[CH:23]=2)[CH:5]=[CH:4][N:3]=[CH:2]1, predict the reaction product. The product is: [N:1]1([C:6]2[CH:7]=[C:8]([CH3:24])[C:9]3[N:13]=[C:12]([C:14]4[C:15](=[O:21])[NH:16][CH:17]=[CH:18][C:19]=4[I:20])[NH:11][C:10]=3[CH:23]=2)[CH:5]=[CH:4][N:3]=[CH:2]1. (3) Given the reactants [Cl:1][C:2]1[S:18][C:5]2[N:6]=[CH:7][N:8]=[C:9]([NH:10][C:11]3[C:12]([OH:17])=[N:13][CH:14]=[CH:15][CH:16]=3)[C:4]=2[C:3]=1[CH3:19].[OH:20][C@@H:21]1[CH2:26][CH2:25][C@H:24](O)[CH2:23][CH2:22]1, predict the reaction product. The product is: [Cl:1][C:2]1[S:18][C:5]2[N:6]=[CH:7][N:8]=[C:9]([NH:10][C:11]3[C:12]([O:17][C@H:24]4[CH2:25][CH2:26][C@H:21]([OH:20])[CH2:22][CH2:23]4)=[N:13][CH:14]=[CH:15][CH:16]=3)[C:4]=2[C:3]=1[CH3:19]. (4) Given the reactants C([O:5][C:6](/[CH:8]=[CH:9]/[C:10]1[N:15]=[C:14](/[CH:16]=[CH:17]/[C:18]([O:20][CH2:21][CH3:22])=[O:19])[CH:13]=[CH:12][CH:11]=1)=[O:7])(C)(C)C.[C:23]([OH:29])([C:25]([F:28])([F:27])[F:26])=[O:24], predict the reaction product. The product is: [CH2:21]([O:20][C:18](/[CH:17]=[CH:16]/[C:14]1[N:15]=[C:10](/[CH:9]=[CH:8]/[C:6]([OH:7])=[O:5])[CH:11]=[CH:12][CH:13]=1)=[O:19])[CH3:22].[F:26][C:25]([F:28])([F:27])[C:23]([O-:29])=[O:24]. (5) Given the reactants [C:1]([CH2:3][C@H:4]([NH:6][C:7](=[O:13])[O:8][C:9]([CH3:12])([CH3:11])[CH3:10])[CH3:5])#[N:2].N, predict the reaction product. The product is: [NH2:2][CH2:1][CH2:3][C@H:4]([NH:6][C:7](=[O:13])[O:8][C:9]([CH3:12])([CH3:11])[CH3:10])[CH3:5]. (6) Given the reactants [NH:1]1[CH2:6][CH2:5][CH2:4][C@@H:3]([NH:7][C:8](=[O:14])[O:9][C:10]([CH3:13])([CH3:12])[CH3:11])[CH2:2]1.Cl[C:16]1[CH:24]=[CH:23][C:19]([C:20]([NH2:22])=[O:21])=[C:18]([NH:25][C:26]2[CH:31]=[CH:30][C:29]([C:32]([N:34]3[CH2:39][CH2:38][O:37][CH2:36][CH2:35]3)=[O:33])=[CH:28][CH:27]=2)[N:17]=1.C(N(CC)C(C)C)(C)C, predict the reaction product. The product is: [C:10]([O:9][C:8](=[O:14])[NH:7][C@@H:3]1[CH2:4][CH2:5][CH2:6][N:1]([C:16]2[CH:24]=[CH:23][C:19]([C:20](=[O:21])[NH2:22])=[C:18]([NH:25][C:26]3[CH:31]=[CH:30][C:29]([C:32]([N:34]4[CH2:39][CH2:38][O:37][CH2:36][CH2:35]4)=[O:33])=[CH:28][CH:27]=3)[N:17]=2)[CH2:2]1)([CH3:11])([CH3:13])[CH3:12].